This data is from Forward reaction prediction with 1.9M reactions from USPTO patents (1976-2016). The task is: Predict the product of the given reaction. (1) Given the reactants C(O)(C(F)(F)F)=O.[Cl:8][C:9]1[CH:14]=[CH:13][CH:12]=[C:11]([Cl:15])[C:10]=1[N:16]1[CH:45]=[C:44]([C:46]2[CH:47]=[N:48][CH:49]=[CH:50][CH:51]=2)[C:19]2[N:20]=[C:21]([NH:24][C:25]3[CH:30]=[CH:29][C:28]([N:31]4[CH2:36][CH2:35][N:34](C(OC(C)(C)C)=O)[CH2:33][CH2:32]4)=[CH:27][CH:26]=3)[N:22]=[CH:23][C:18]=2[C:17]1=[O:52], predict the reaction product. The product is: [Cl:8][C:9]1[CH:14]=[CH:13][CH:12]=[C:11]([Cl:15])[C:10]=1[N:16]1[CH:45]=[C:44]([C:46]2[CH:47]=[N:48][CH:49]=[CH:50][CH:51]=2)[C:19]2[N:20]=[C:21]([NH:24][C:25]3[CH:26]=[CH:27][C:28]([N:31]4[CH2:32][CH2:33][NH:34][CH2:35][CH2:36]4)=[CH:29][CH:30]=3)[N:22]=[CH:23][C:18]=2[C:17]1=[O:52]. (2) Given the reactants [CH3:1][CH:2]1[C:11]2[C:6](=[CH:7][CH:8]=[CH:9][CH:10]=2)[NH:5][C:4](=[O:12])[CH2:3]1.[H-].[Na+].I[CH3:16], predict the reaction product. The product is: [CH3:16][N:5]1[C:6]2[C:11](=[CH:10][CH:9]=[CH:8][CH:7]=2)[CH:2]([CH3:1])[CH2:3][C:4]1=[O:12]. (3) Given the reactants [Cl:1][C:2]1[CH:3]=[CH:4][C:5]2[O:9][CH:8]([CH2:10]O)[CH2:7][C:6]=2[CH:12]=1.N1C=CC=CC=1.S(Cl)([Cl:21])=O.C(=O)(O)[O-].[Na+], predict the reaction product. The product is: [Cl:1][C:2]1[CH:3]=[CH:4][C:5]2[O:9][CH:8]([CH2:10][Cl:21])[CH2:7][C:6]=2[CH:12]=1.